This data is from Reaction yield outcomes from USPTO patents with 853,638 reactions. The task is: Predict the reaction yield, written as a fraction of the theoretical maximum amount of product (1.0 means a 100% yield; for example, 0.34 means a 34% yield). (1) The reactants are [O:1]1[CH2:7][CH:2]1[C:3]([O:5][CH3:6])=[O:4].[C:8](=[O:10])=[O:9]. The catalyst is [Cl-].C([N+](C)(C)C)C1C=CC=CC=1.C(#N)C.[Zn+2].[Br-].[Br-]. The product is [CH3:6][O:5][C:3]([CH:2]1[CH2:7][O:1][C:8](=[O:9])[O:10]1)=[O:4]. The yield is 0.650. (2) The reactants are [Br:1][C:2]1[CH:3]=[C:4]2[C:9](=[CH:10][CH:11]=1)[NH:8][C:7](=[O:12])[CH2:6][CH2:5]2.[N+:13]([O-])([OH:15])=[O:14]. The catalyst is S(=O)(=O)(O)O. The product is [Br:1][C:2]1[CH:3]=[C:4]2[C:9](=[C:10]([N+:13]([O-:15])=[O:14])[CH:11]=1)[NH:8][C:7](=[O:12])[CH2:6][CH2:5]2. The yield is 0.750. (3) The reactants are Cl.[NH:2]1[CH2:7][CH2:6][CH2:5][C@@H:4]([C:8]2[N:12]3[C:13]4[CH:19]=[CH:18][NH:17][C:14]=4[N:15]=[CH:16][C:11]3=[N:10][N:9]=2)[CH2:3]1.[C:20]([CH2:22][C:23](O)=[O:24])#[N:21].C1C=CC2N(O)N=NC=2C=1.CCN=C=NCCCN(C)C.Cl.CCN(C(C)C)C(C)C. The catalyst is CN(C=O)C. The product is [C:8]1([C@@H:4]2[CH2:5][CH2:6][CH2:7][N:2]([C:23](=[O:24])[CH2:22][C:20]#[N:21])[CH2:3]2)[N:12]2[C:13]3[CH:19]=[CH:18][NH:17][C:14]=3[N:15]=[CH:16][C:11]2=[N:10][N:9]=1. The yield is 0.630. (4) The reactants are Cl[C:2]1[C:11]2[C:6](=[CH:7][C:8]([C:12]([F:15])([F:14])[F:13])=[CH:9][CH:10]=2)[N:5]=[C:4]([C:16]([C:18]2[CH:23]=[CH:22][C:21]([F:24])=[CH:20][CH:19]=2)=[O:17])[N:3]=1.CCN(C(C)C)C(C)C.[CH3:34][C:35]1[NH:39][N:38]=[C:37]([NH2:40])[CH:36]=1.[I-].[K+]. The catalyst is CN(C=O)C.O. The product is [F:24][C:21]1[CH:22]=[CH:23][C:18]([C:16]([C:4]2[N:3]=[C:2]([NH:40][C:37]3[CH:36]=[C:35]([CH3:34])[NH:39][N:38]=3)[C:11]3[C:6](=[CH:7][C:8]([C:12]([F:13])([F:14])[F:15])=[CH:9][CH:10]=3)[N:5]=2)=[O:17])=[CH:19][CH:20]=1. The yield is 0.160.